Dataset: Retrosynthesis with 50K atom-mapped reactions and 10 reaction types from USPTO. Task: Predict the reactants needed to synthesize the given product. Given the product Cc1ccc(S(=O)(=O)OC2CC(C)CCC2C(C)C)cc1, predict the reactants needed to synthesize it. The reactants are: CC1CCC(C(C)C)C(O)C1.Cc1ccc(S(=O)(=O)Cl)cc1.